The task is: Predict the product of the given reaction.. This data is from Forward reaction prediction with 1.9M reactions from USPTO patents (1976-2016). (1) The product is: [CH3:17][O:16][C:13]1[N:14]=[CH:15][C:10]2[CH2:9][NH:8][CH2:19][CH2:18][C:11]=2[N:12]=1. Given the reactants C(OC([N:8]1[CH2:19][CH2:18][C:11]2[N:12]=[C:13]([O:16][CH3:17])[N:14]=[CH:15][C:10]=2[CH2:9]1)=O)(C)(C)C.FC(F)(F)C(O)=O, predict the reaction product. (2) Given the reactants Cl.[CH:2]1([N:6]2[CH2:11][CH2:10][CH:9]([CH2:12][CH:13]3[CH2:18][CH2:17][N:16]([C:19]4[CH:20]=[CH:21][C:22]([C:25](Cl)=[O:26])=[N:23][CH:24]=4)[CH2:15][CH2:14]3)[CH2:8][CH2:7]2)[CH2:5][CH2:4][CH2:3]1.[CH3:28][NH2:29], predict the reaction product. The product is: [CH:2]1([N:6]2[CH2:11][CH2:10][CH:9]([CH2:12][CH:13]3[CH2:18][CH2:17][N:16]([C:19]4[CH:20]=[CH:21][C:22]([C:25]([NH:29][CH3:28])=[O:26])=[N:23][CH:24]=4)[CH2:15][CH2:14]3)[CH2:8][CH2:7]2)[CH2:5][CH2:4][CH2:3]1. (3) Given the reactants [CH2:1]([O:3][C:4]1[CH:19]=[CH:18][C:7]([CH2:8][CH:9]([C:14]([O:16][CH3:17])=[O:15])[C:10]([O:12][CH3:13])=[O:11])=[CH:6][C:5]=1[CH2:20][OH:21])[CH3:2].[CH3:22][O:23][C:24]1[CH:29]=[CH:28][C:27]([N:30]=[C:31]=[O:32])=[CH:26][CH:25]=1, predict the reaction product. The product is: [CH2:1]([O:3][C:4]1[CH:19]=[CH:18][C:7]([CH2:8][CH:9]([C:14]([O:16][CH3:17])=[O:15])[C:10]([O:12][CH3:13])=[O:11])=[CH:6][C:5]=1[CH2:20][O:21][C:31]([NH:30][C:27]1[CH:28]=[CH:29][C:24]([O:23][CH3:22])=[CH:25][CH:26]=1)=[O:32])[CH3:2]. (4) Given the reactants [CH3:1][C:2]1([CH3:11])[CH2:7][CH:6]([OH:8])[CH2:5][C:4]([CH3:10])([CH3:9])[NH:3]1.CC(C)([O-])C.[K+].[Cl:18][C:19]1[CH:24]=[CH:23][CH:22]=[C:21]([Cl:25])[N:20]=1.C(O)C, predict the reaction product. The product is: [ClH:18].[Cl:25][C:21]1[CH:22]=[CH:23][CH:24]=[C:19]([O:8][CH:6]2[CH2:7][C:2]([CH3:11])([CH3:1])[NH:3][C:4]([CH3:10])([CH3:9])[CH2:5]2)[N:20]=1. (5) Given the reactants [Cl-].[Cl:2][C:3]1[CH:8]=[CH:7][NH+:6]=[C:5]([CH2:9]Cl)[C:4]=1[CH3:11].[NH:12]1[C:16]2[CH:17]=[CH:18][CH:19]=[CH:20][C:15]=2[N:14]=[C:13]1[SH:21], predict the reaction product. The product is: [Cl:2][C:3]1[CH:8]=[CH:7][N:6]=[C:5]([CH2:9][S:21][C:13]2[NH:14][C:15]3[CH:20]=[CH:19][CH:18]=[CH:17][C:16]=3[N:12]=2)[C:4]=1[CH3:11]. (6) Given the reactants [Cl:1][C:2]1[CH:7]=[CH:6][C:5]([N:8]2[C:12]([CH:13]([CH:23]3[CH2:28][CH2:27][CH2:26][CH2:25][CH2:24]3)[C:14](NC3CCCCC3)=[O:15])=[C:11]3[CH2:29][CH2:30][CH2:31][C:10]3=[N:9]2)=[CH:4][CH:3]=1.[C:32]([O-])([O-])=[O:33].[K+].[K+].ClC1C=CC([N:45]2[C:49]([CH:50]([CH:57]3[CH2:62][CH2:61]CCC3)[CH2:51][O:52]S(C)(=O)=O)=C3CCCC3=N2)=CC=1.C(O)(=O)CC(CC(O)=O)(C(O)=O)O, predict the reaction product. The product is: [CH3:32][O:33][C:51](=[O:52])[C:50]1[CH:57]=[CH:62][C:61]([O:15][CH2:14][CH:13]([C:12]2[N:8]([C:5]3[CH:6]=[CH:7][C:2]([Cl:1])=[CH:3][CH:4]=3)[N:9]=[C:10]3[CH2:31][CH2:30][CH2:29][C:11]=23)[CH:23]2[CH2:28][CH2:27][CH2:26][CH2:25][CH2:24]2)=[N:45][CH:49]=1. (7) Given the reactants [CH:1]1([S:4]([C:7]2[CH:12]=[CH:11][C:10]([CH:13]([CH2:31][CH:32]3[CH2:37][CH2:36][O:35][CH2:34][CH2:33]3)[C:14](=O)[CH2:15][CH2:16][C:17]([C:19]3[S:20][C:21]([CH2:24][O:25][CH2:26][CH2:27][O:28][CH3:29])=[CH:22][N:23]=3)=O)=[CH:9][CH:8]=2)(=[O:6])=[O:5])[CH2:3][CH2:2]1.C([O-])(=O)C.[NH4+:42].[OH-].[Na+], predict the reaction product. The product is: [CH:1]1([S:4]([C:7]2[CH:12]=[CH:11][C:10]([CH:13]([C:14]3[NH:42][C:17]([C:19]4[S:20][C:21]([CH2:24][O:25][CH2:26][CH2:27][O:28][CH3:29])=[CH:22][N:23]=4)=[CH:16][CH:15]=3)[CH2:31][CH:32]3[CH2:37][CH2:36][O:35][CH2:34][CH2:33]3)=[CH:9][CH:8]=2)(=[O:5])=[O:6])[CH2:2][CH2:3]1. (8) Given the reactants [CH3:1][C:2]1[CH:7]=[CH:6][N:5]=[C:4]2[N:8]([C:14]3[CH:19]=[CH:18][C:17]([OH:20])=[CH:16][CH:15]=3)[C:9]3[N:10]([CH:11]=[CH:12][N:13]=3)[C:3]=12.CC(C)([O-])C.[K+].[CH3:27][N:28]1[C:32]2=[N:33][CH:34]=[CH:35][CH:36]=[C:31]2[N:30]=[C:29]1S(C)(=O)=O.O, predict the reaction product. The product is: [CH3:1][C:2]1[CH:7]=[CH:6][N:5]=[C:4]2[N:8]([C:14]3[CH:19]=[CH:18][C:17]([O:20][C:29]4[N:28]([CH3:27])[C:32]5=[N:33][CH:34]=[CH:35][CH:36]=[C:31]5[N:30]=4)=[CH:16][CH:15]=3)[C:9]3[N:10]([CH:11]=[CH:12][N:13]=3)[C:3]=12. (9) Given the reactants [C:1]([O:5][C:6]([N:8]1[CH2:12][CH2:11][C@H:10]([C:13]2[CH:18]=[CH:17][CH:16]=[CH:15][CH:14]=2)[C@@H:9]1[C:19](O)=[O:20])=[O:7])([CH3:4])([CH3:3])[CH3:2].C1COCC1.B.C1COCC1, predict the reaction product. The product is: [OH:20][CH2:19][C@H:9]1[C@@H:10]([C:13]2[CH:14]=[CH:15][CH:16]=[CH:17][CH:18]=2)[CH2:11][CH2:12][N:8]1[C:6]([O:5][C:1]([CH3:4])([CH3:3])[CH3:2])=[O:7].